From a dataset of Peptide-MHC class I binding affinity with 185,985 pairs from IEDB/IMGT. Regression. Given a peptide amino acid sequence and an MHC pseudo amino acid sequence, predict their binding affinity value. This is MHC class I binding data. (1) The peptide sequence is DTPLIPLTIF. The MHC is HLA-B44:03 with pseudo-sequence HLA-B44:03. The binding affinity (normalized) is 0.00977. (2) The peptide sequence is RFSGLLIVK. The MHC is HLA-A11:01 with pseudo-sequence HLA-A11:01. The binding affinity (normalized) is 0.330. (3) The peptide sequence is AYIAFPTSCHMFI. The MHC is HLA-A11:01 with pseudo-sequence HLA-A11:01. The binding affinity (normalized) is 0. (4) The peptide sequence is TTRLLSSTR. The MHC is HLA-A33:01 with pseudo-sequence HLA-A33:01. The binding affinity (normalized) is 0.789. (5) The peptide sequence is KSRQGDTKV. The MHC is HLA-A26:01 with pseudo-sequence HLA-A26:01. The binding affinity (normalized) is 0.0847. (6) The peptide sequence is AIMTRCLAV. The MHC is HLA-A02:02 with pseudo-sequence HLA-A02:02. The binding affinity (normalized) is 0.636. (7) The peptide sequence is AMQTMLFTM. The MHC is HLA-A68:02 with pseudo-sequence HLA-A68:02. The binding affinity (normalized) is 0.533.